Dataset: Catalyst prediction with 721,799 reactions and 888 catalyst types from USPTO. Task: Predict which catalyst facilitates the given reaction. (1) Reactant: [CH2:1]([O:3][C:4](=[O:15])[CH2:5][C@H:6]1[CH2:11][CH2:10][C@H:9]([C:12]([OH:14])=O)[CH2:8][CH2:7]1)[CH3:2].CN(C(ON1N=NC2C=CC=NC1=2)=[N+](C)C)C.F[P-](F)(F)(F)(F)F.Cl.[NH2:41][CH2:42][C:43]([C:45]1[CH:50]=[CH:49][C:48]([N+:51]([O-:53])=[O:52])=[CH:47][CH:46]=1)=[O:44].CCN(C(C)C)C(C)C. Product: [N+:51]([C:48]1[CH:47]=[CH:46][C:45]([C:43](=[O:44])[CH2:42][NH:41][C:12]([CH:9]2[CH2:8][CH2:7][CH:6]([CH2:5][C:4]([O:3][CH2:1][CH3:2])=[O:15])[CH2:11][CH2:10]2)=[O:14])=[CH:50][CH:49]=1)([O-:53])=[O:52]. The catalyst class is: 18. (2) Reactant: [F:1][C:2]1[C:3]([CH2:23][N:24](C)[C:25](=O)OC(C)(C)C)=[CH:4][N:5]([S:14]([C:17]2[N:18]([CH3:22])[CH:19]=[CH:20][N:21]=2)(=[O:16])=[O:15])[C:6]=1[C:7]1[C:8]([F:13])=[N:9][CH:10]=[CH:11][CH:12]=1.C(OCC)(=O)C.[ClH:39]. Product: [ClH:39].[F:1][C:2]1[C:3]([CH2:23][NH:24][CH3:25])=[CH:4][N:5]([S:14]([C:17]2[N:18]([CH3:22])[CH:19]=[CH:20][N:21]=2)(=[O:16])=[O:15])[C:6]=1[C:7]1[C:8]([F:13])=[N:9][CH:10]=[CH:11][CH:12]=1. The catalyst class is: 336. (3) Reactant: [C:1]([N:8]1[CH2:12][C@@H:11]([NH2:13])[CH2:10][C@H:9]1[C:14]([O:16][CH3:17])=[O:15])([O:3][C:4]([CH3:7])([CH3:6])[CH3:5])=[O:2].[CH3:18][C:19]1([CH3:26])[CH2:24][CH2:23][C:22](=O)[CH2:21][CH2:20]1.C([O-])(O)=O.[Na+]. Product: [CH3:17][O:16][C:14]([C@@H:9]1[CH2:10][C@H:11]([NH:13][CH:22]2[CH2:23][CH2:24][C:19]([CH3:26])([CH3:18])[CH2:20][CH2:21]2)[CH2:12][N:8]1[C:1]([O:3][C:4]([CH3:7])([CH3:6])[CH3:5])=[O:2])=[O:15]. The catalyst class is: 26. (4) Reactant: [Cl:1][C:2]1[C:7]([N:8]2[CH2:13][CH2:12][N:11]([CH:14]3[CH2:17][O:16][CH2:15]3)[CH:10]([C:18]([N:20]3[CH2:25][CH2:24][O:23][CH2:22][CH2:21]3)=[O:19])[CH2:9]2)=[CH:6][C:5]([C:26]#[N:27])=[CH:4][C:3]=1[NH:28][C:29]1[N:34]=[C:33]([N:35]([CH:43]2[CH2:45][CH2:44]2)C(=O)OC(C)(C)C)[C:32]2=[N:46][CH:47]=[C:48]([C:49]#[N:50])[N:31]2[N:30]=1.C1(OC)C=CC=CC=1.C(O)(C(F)(F)F)=O. Product: [Cl:1][C:2]1[C:7]([N:8]2[CH2:13][CH2:12][N:11]([CH:14]3[CH2:17][O:16][CH2:15]3)[CH:10]([C:18]([N:20]3[CH2:25][CH2:24][O:23][CH2:22][CH2:21]3)=[O:19])[CH2:9]2)=[CH:6][C:5]([C:26]#[N:27])=[CH:4][C:3]=1[NH:28][C:29]1[N:34]=[C:33]([NH:35][CH:43]2[CH2:44][CH2:45]2)[C:32]2=[N:46][CH:47]=[C:48]([C:49]#[N:50])[N:31]2[N:30]=1. The catalyst class is: 26. (5) Reactant: [CH2:1]([O:3][C:4]([C:6]1[C:7](N)=[N:8][C:9]2[C:14]([CH:15]=1)=[CH:13][CH:12]=[CH:11][CH:10]=2)=[O:5])[CH3:2].[N:17]1C=CC=CC=1.[F:23][C:24]([F:41])([F:40])[C:25]1[CH:30]=[CH:29][C:28]([C:31]2[C:32]([C:37](Cl)=[O:38])=[CH:33][CH:34]=[CH:35][CH:36]=2)=[CH:27][CH:26]=1. Product: [CH2:1]([O:3][C:4]([C:6]1[CH:7]=[N:8][C:9]2[C:14]([CH:15]=1)=[CH:13][CH:12]=[C:11]([NH:17][C:37]([C:32]1[C:31]([C:28]3[CH:29]=[CH:30][C:25]([C:24]([F:41])([F:40])[F:23])=[CH:26][CH:27]=3)=[CH:36][CH:35]=[CH:34][CH:33]=1)=[O:38])[CH:10]=2)=[O:5])[CH3:2]. The catalyst class is: 22.